From a dataset of Catalyst prediction with 721,799 reactions and 888 catalyst types from USPTO. Predict which catalyst facilitates the given reaction. (1) Reactant: C(N(C(C)C)CC)(C)C.[NH:10]1[CH2:19][CH2:18][CH:13]([C:14]([O:16][CH3:17])=[O:15])[CH2:12][CH2:11]1.[N+:20]([C:23]1[CH:28]=[CH:27][C:26]([S:29](Cl)(=[O:31])=[O:30])=[CH:25][CH:24]=1)([O-:22])=[O:21]. Product: [CH3:17][O:16][C:14]([CH:13]1[CH2:18][CH2:19][N:10]([S:29]([C:26]2[CH:25]=[CH:24][C:23]([N+:20]([O-:22])=[O:21])=[CH:28][CH:27]=2)(=[O:30])=[O:31])[CH2:11][CH2:12]1)=[O:15]. The catalyst class is: 1. (2) Reactant: [CH3:1][C:2]1[S:3][CH:4]=[C:5]([C:7]2[CH:11]=[C:10]([C:12]([O:14]C)=[O:13])[NH:9][N:8]=2)[N:6]=1.[OH-].[Na+]. Product: [CH3:1][C:2]1[S:3][CH:4]=[C:5]([C:7]2[CH:11]=[C:10]([C:12]([OH:14])=[O:13])[NH:9][N:8]=2)[N:6]=1. The catalyst class is: 36. (3) Reactant: [Cl:1][CH2:2][C:3]1[CH:11]=[CH:10][C:6]([C:7](Cl)=[O:8])=[CH:5][CH:4]=1.[NH2:12][C:13]1[C:14]2[CH:20]=[C:19]([C:21]([O:23][C:24]([CH3:27])([CH3:26])[CH3:25])=[O:22])[S:18][C:15]=2[NH:16][N:17]=1.N1C(C)=CC(C)=C[C:29]=1[CH3:36].[C:37](=O)([OH:39])[O-:38].[Na+]. Product: [Cl:1][CH2:2][C:3]1[CH:11]=[CH:10][C:6]([C:7]([NH:12][C:13]2[C:14]3[CH:20]=[C:19]([C:21]([O:23][C:24]([CH3:27])([CH3:26])[CH3:25])=[O:22])[S:18][C:15]=3[N:16]([C:37]([O:39][CH2:29][CH3:36])=[O:38])[N:17]=2)=[O:8])=[CH:5][CH:4]=1. The catalyst class is: 2. (4) Product: [CH2:8]([O:15][C:17]1[CH:18]=[C:19]([CH:56]=[C:57]([C:59]([F:62])([F:60])[F:61])[CH:58]=1)[CH2:20][N:21]([CH2:34][C:35]1[CH:40]=[C:39]([C:41]([F:42])([F:43])[F:44])[CH:38]=[CH:37][C:36]=1[C:45]1[CH:50]=[C:49]([CH:51]([CH3:53])[CH3:52])[CH:48]=[CH:47][C:46]=1[O:54][CH3:55])[C:22]1[N:27]=[CH:26][C:25]([N:28]2[CH2:29][CH2:30][O:31][CH2:32][CH2:33]2)=[CH:24][N:23]=1)[C:9]1[CH:14]=[CH:13][CH:12]=[CH:11][CH:10]=1. The catalyst class is: 170. Reactant: O1CCCC1.[H-].[Na+].[CH2:8]([OH:15])[C:9]1[CH:14]=[CH:13][CH:12]=[CH:11][CH:10]=1.F[C:17]1[CH:18]=[C:19]([CH:56]=[C:57]([C:59]([F:62])([F:61])[F:60])[CH:58]=1)[CH2:20][N:21]([CH2:34][C:35]1[CH:40]=[C:39]([C:41]([F:44])([F:43])[F:42])[CH:38]=[CH:37][C:36]=1[C:45]1[CH:50]=[C:49]([CH:51]([CH3:53])[CH3:52])[CH:48]=[CH:47][C:46]=1[O:54][CH3:55])[C:22]1[N:27]=[CH:26][C:25]([N:28]2[CH2:33][CH2:32][O:31][CH2:30][CH2:29]2)=[CH:24][N:23]=1. (5) Reactant: C([O:8][CH2:9][CH2:10][CH2:11][CH2:12][CH2:13][CH2:14][NH:15][C:16]([NH:18][S:19]([C:22]1[CH:27]=[CH:26][C:25]([CH3:28])=[CH:24][CH:23]=1)(=[O:21])=[O:20])=[NH:17])C1C=CC=CC=1.C.C(O)(=O)C. Product: [OH:8][CH2:9][CH2:10][CH2:11][CH2:12][CH2:13][CH2:14][NH:15][C:16]([NH:18][S:19]([C:22]1[CH:23]=[CH:24][C:25]([CH3:28])=[CH:26][CH:27]=1)(=[O:21])=[O:20])=[NH:17]. The catalyst class is: 19. (6) Reactant: [C:1]([N:5]1[C:10](=[O:11])[C:9]([Cl:12])=[C:8]([S:13][CH2:14][C:15]2[CH:20]=[CH:19][C:18]([CH2:21][CH2:22][CH2:23][CH2:24][OH:25])=[CH:17][CH:16]=2)[CH:7]=[N:6]1)([CH3:4])([CH3:3])[CH3:2].N1C=CC=CC=1.[C:32]1([CH3:42])[C:33]([S:38](Cl)(=[O:40])=[O:39])=[CH:34][CH:35]=[CH:36][CH:37]=1. Product: [C:1]([N:5]1[C:10](=[O:11])[C:9]([Cl:12])=[C:8]([S:13][CH2:14][C:15]2[CH:16]=[CH:17][C:18]([CH2:21][CH2:22][CH2:23][CH2:24][O:25][S:38]([C:33]3[C:32]([CH3:42])=[CH:37][CH:36]=[CH:35][CH:34]=3)(=[O:40])=[O:39])=[CH:19][CH:20]=2)[CH:7]=[N:6]1)([CH3:4])([CH3:3])[CH3:2]. The catalyst class is: 13.